This data is from HIV replication inhibition screening data with 41,000+ compounds from the AIDS Antiviral Screen. The task is: Binary Classification. Given a drug SMILES string, predict its activity (active/inactive) in a high-throughput screening assay against a specified biological target. (1) The drug is O=C1C(Cl)N(c2ccccc2[N+](=O)[O-])C1c1c[nH]c2ccccc12. The result is 0 (inactive). (2) The compound is CC(C)c1ccc2nc3ccc(C(=O)NCCN4CCN(c5ccccc5)CC4)cn3c(=O)c2c1. The result is 0 (inactive). (3) The compound is CCOP(=O)(OCC)C1CCCOC1=O. The result is 0 (inactive).